Dataset: Catalyst prediction with 721,799 reactions and 888 catalyst types from USPTO. Task: Predict which catalyst facilitates the given reaction. (1) The catalyst class is: 232. Product: [C:18](=[O:25])([S:19][CH2:20][CH3:21])[O:22][CH2:23][O:5][C:4](=[O:6])[CH2:3][CH2:2][C:1]([O:8][C:9]([CH3:12])([CH3:11])[CH3:10])=[O:7]. Reactant: [C:1]([O:8][C:9]([CH3:12])([CH3:11])[CH3:10])(=[O:7])[CH2:2][CH2:3][C:4]([O-:6])=[O:5].C([O-])(O)=O.[Na+].[C:18](=[O:25])([O:22][CH2:23]I)[S:19][CH2:20][CH3:21]. (2) Reactant: [CH:1]1([C:4]([NH:6][C:7]2[S:8][C:9]3[CH:15]=[C:14]([O:16][S:17]([C:20]4[CH:25]=[CH:24][C:23](F)=[CH:22][CH:21]=4)(=[O:19])=[O:18])[CH:13]=[CH:12][C:10]=3[N:11]=2)=[O:5])[CH2:3][CH2:2]1.[CH:27]([NH:30][CH2:31][CH2:32][NH2:33])([CH3:29])[CH3:28].[ClH:34]. Product: [ClH:34].[CH:1]1([C:4]([NH:6][C:7]2[S:8][C:9]3[CH:15]=[C:14]([O:16][S:17]([C:20]4[CH:25]=[CH:24][C:23]([NH:33][CH2:32][CH2:31][NH:30][CH:27]([CH3:29])[CH3:28])=[CH:22][CH:21]=4)(=[O:19])=[O:18])[CH:13]=[CH:12][C:10]=3[N:11]=2)=[O:5])[CH2:3][CH2:2]1. The catalyst class is: 296. (3) Reactant: [CH3:1][C:2]1[NH:3][C:4](=[O:26])[C:5]([CH2:11][C:12]2[CH:17]=[CH:16][C:15]([C:18]3[C:19]([C:24]#[N:25])=[CH:20][CH:21]=[CH:22][CH:23]=3)=[CH:14][CH:13]=2)=[C:6]([CH2:8][CH2:9][CH3:10])[N:7]=1.[CH:27]([O:30][C:31]1[CH:36]=[CH:35][C:34](B(O)O)=[CH:33][C:32]=1[CH3:40])([CH3:29])[CH3:28].C(N(CC)CC)C.N1C=CC=CC=1. Product: [CH:27]([O:30][C:31]1[CH:36]=[CH:35][C:34]([N:3]2[C:4](=[O:26])[C:5]([CH2:11][C:12]3[CH:17]=[CH:16][C:15]([C:18]4[C:19]([C:24]#[N:25])=[CH:20][CH:21]=[CH:22][CH:23]=4)=[CH:14][CH:13]=3)=[C:6]([CH2:8][CH2:9][CH3:10])[N:7]=[C:2]2[CH3:1])=[CH:33][C:32]=1[CH3:40])([CH3:29])[CH3:28]. The catalyst class is: 297. (4) Reactant: [Br:1][C:2]1[CH:7]=[CH:6][C:5]([S:8](Cl)(=[O:10])=[O:9])=[C:4]([C:12]([F:15])([F:14])[F:13])[CH:3]=1.[CH:16]1([CH2:19][NH2:20])[CH2:18][CH2:17]1. Product: [Br:1][C:2]1[CH:7]=[CH:6][C:5]([S:8]([NH:20][CH2:19][CH:16]2[CH2:18][CH2:17]2)(=[O:10])=[O:9])=[C:4]([C:12]([F:15])([F:14])[F:13])[CH:3]=1. The catalyst class is: 4. (5) Reactant: [CH3:1][O:2][C:3](=[O:11])[C:4]1[CH:9]=[CH:8][C:7]([NH2:10])=[N:6][CH:5]=1.ClCCl.O1CCCC1.Cl[C:21]([O:23][C:24]1[CH:29]=[CH:28][C:27]([N+:30]([O-:32])=[O:31])=[CH:26][CH:25]=1)=[O:22]. Product: [CH3:1][O:2][C:3](=[O:11])[C:4]1[CH:9]=[CH:8][C:7]([NH:10][C:21]([O:23][C:24]2[CH:25]=[CH:26][C:27]([N+:30]([O-:32])=[O:31])=[CH:28][CH:29]=2)=[O:22])=[N:6][CH:5]=1. The catalyst class is: 17. (6) Reactant: [OH:1][NH:2][C:3](=[NH:20])[C:4]1[CH:12]=[CH:11][CH:10]=[C:9]2[C:5]=1[CH:6]=[CH:7][N:8]2[CH2:13][CH2:14][C:15]([O:17]CC)=[O:16].[Cl:21][C:22]1[CH:23]=[C:24]([C:32](O)=O)[CH:25]=[N:26][C:27]=1[O:28][CH:29]([CH3:31])[CH3:30].C1C=CC2N(O)N=NC=2C=1.CCN=C=NCCCN(C)C. Product: [Cl:21][C:22]1[CH:23]=[C:24]([C:32]2[O:1][N:2]=[C:3]([C:4]3[CH:12]=[CH:11][CH:10]=[C:9]4[C:5]=3[CH:6]=[CH:7][N:8]4[CH2:13][CH2:14][C:15]([OH:17])=[O:16])[N:20]=2)[CH:25]=[N:26][C:27]=1[O:28][CH:29]([CH3:30])[CH3:31]. The catalyst class is: 3. (7) Reactant: C[Si](OS(C(F)(F)F)(=O)=O)(C)C.[NH:13]1[C:21]2[C:16](=[CH:17][CH:18]=[CH:19][CH:20]=2)[C:15]([CH2:22][CH2:23][CH2:24][C:25]2(O)[CH2:30][CH2:29][C:28]([N:36]([CH3:38])[CH3:37])([C:31]3[S:32][CH:33]=[CH:34][CH:35]=3)[CH2:27][CH2:26]2)=[CH:14]1. The catalyst class is: 26. Product: [CH3:37][N:36]([CH3:38])[C:28]1([C:31]2[S:32][CH:33]=[CH:34][CH:35]=2)[CH2:29][CH2:30][C:25]2([C:14]3[NH:13][C:21]4[C:16](=[CH:17][CH:18]=[CH:19][CH:20]=4)[C:15]=3[CH2:22][CH2:23][CH2:24]2)[CH2:26][CH2:27]1. (8) Product: [NH2:7][CH2:8][CH2:9][C:10]1[CH:15]=[CH:14][C:13]([O:16][C:17]2[CH:22]=[C:21]([CH:20]=[CH:19][N:18]=2)[C:23]#[N:24])=[CH:12][CH:11]=1. Reactant: C(OC(=O)[NH:7][CH2:8][CH2:9][C:10]1[CH:15]=[CH:14][C:13]([O:16][C:17]2[CH:22]=[C:21]([C:23]#[N:24])[CH:20]=[CH:19][N:18]=2)=[CH:12][CH:11]=1)(C)(C)C.FC(F)(F)C(O)=O. The catalyst class is: 2. (9) Reactant: [Cl:1][C:2]1[N:10]=[CH:9][CH:8]=[CH:7][C:3]=1[C:4](O)=[O:5].S(Cl)(Cl)=O.[BH4-].[Na+].[Cl-].[Na+]. Product: [Cl:1][C:2]1[C:3]([CH2:4][OH:5])=[CH:7][CH:8]=[CH:9][N:10]=1. The catalyst class is: 6.